Dataset: Peptide-MHC class I binding affinity with 185,985 pairs from IEDB/IMGT. Task: Regression. Given a peptide amino acid sequence and an MHC pseudo amino acid sequence, predict their binding affinity value. This is MHC class I binding data. The peptide sequence is YADSVKGR. The MHC is HLA-A02:02 with pseudo-sequence HLA-A02:02. The binding affinity (normalized) is 0.